Predict the reaction yield, written as a fraction of the theoretical maximum amount of product (1.0 means a 100% yield; for example, 0.34 means a 34% yield). From a dataset of Reaction yield outcomes from USPTO patents with 853,638 reactions. (1) The reactants are Br[C:2]1[C:3]([N:22]([CH3:27])[S:23]([CH3:26])(=[O:25])=[O:24])=[CH:4][C:5]2[O:9][C:8]([N:10]3[CH:15]=[CH:14][CH:13]=[CH:12][C:11]3=[O:16])=[C:7]([C:17]([NH:19][CH3:20])=[O:18])[C:6]=2[CH:21]=1.[B:28]1([B:28]2[O:32][C:31]([CH3:34])([CH3:33])[C:30]([CH3:36])([CH3:35])[O:29]2)[O:32][C:31]([CH3:34])([CH3:33])[C:30]([CH3:36])([CH3:35])[O:29]1.CC([O-])=O.[K+]. The catalyst is O1CCOCC1.C1C=CC(P(C2C=CC=CC=2)[C-]2C=CC=C2)=CC=1.C1C=CC(P(C2C=CC=CC=2)[C-]2C=CC=C2)=CC=1.Cl[Pd]Cl.[Fe+2]. The product is [CH3:20][NH:19][C:17]([C:7]1[C:6]2[CH:21]=[C:2]([B:28]3[O:32][C:31]([CH3:34])([CH3:33])[C:30]([CH3:36])([CH3:35])[O:29]3)[C:3]([N:22]([CH3:27])[S:23]([CH3:26])(=[O:25])=[O:24])=[CH:4][C:5]=2[O:9][C:8]=1[N:10]1[CH:15]=[CH:14][CH:13]=[CH:12][C:11]1=[O:16])=[O:18]. The yield is 0.450. (2) The reactants are [CH2:1]([O:5][CH2:6][C:7]1[CH:12]=[CH:11][CH:10]=[CH:9][CH:8]=1)[CH2:2][C:3]#[CH:4].C([Li])CCC.[F:18][C:19]([F:29])([F:28])[C:20](OCC(F)(F)F)=[O:21].FB(F)F. The catalyst is O1CCCC1. The product is [CH2:6]([O:5][CH2:1][CH2:2][C:3]#[C:4][C:20](=[O:21])[C:19]([F:29])([F:28])[F:18])[C:7]1[CH:12]=[CH:11][CH:10]=[CH:9][CH:8]=1. The yield is 0.380. (3) The reactants are Cl[C:2]1[CH:7]=[C:6]([Cl:8])[N:5]=[C:4]([N:9]2[C:21]3[CH:20]=[CH:19][CH:18]=[CH:17][C:16]=3[C:15]3[C:10]2=[CH:11][CH:12]=[CH:13][CH:14]=3)[N:3]=1.[C:22]1(B(O)O)[CH:27]=[CH:26][CH:25]=[CH:24][CH:23]=1.C([O-])(O)=O.[Na+]. The catalyst is COCCOC.CC([O-])=O.CC([O-])=O.[Pd+2]. The product is [Cl:8][C:6]1[CH:7]=[C:2]([C:22]2[CH:27]=[CH:26][CH:25]=[CH:24][CH:23]=2)[N:3]=[C:4]([N:9]2[C:10]3[CH:11]=[CH:12][CH:13]=[CH:14][C:15]=3[C:16]3[C:21]2=[CH:20][CH:19]=[CH:18][CH:17]=3)[N:5]=1. The yield is 0.630.